This data is from HIV replication inhibition screening data with 41,000+ compounds from the AIDS Antiviral Screen. The task is: Binary Classification. Given a drug SMILES string, predict its activity (active/inactive) in a high-throughput screening assay against a specified biological target. (1) The result is 0 (inactive). The molecule is CC1OC(Oc2c(-c3ccc(O)c(O)c3)oc3cc(O)cc(O)c3c2=O)C(O)C(O)C1O. (2) The drug is CN(C)CCn1c(=O)c2ccc(NCCNCCO)c3c(=O)c4ccccc4n(c1=O)c23.Cl. The result is 0 (inactive). (3) The drug is Cn1c(=O)cc(C=Nc2ccc(N=Nc3ccccc3)cc2)c2ccccc21. The result is 0 (inactive).